This data is from Retrosynthesis with 50K atom-mapped reactions and 10 reaction types from USPTO. The task is: Predict the reactants needed to synthesize the given product. (1) Given the product Cc1c(Cc2ccccc2S(=O)(=O)N2CCCC2)c2ccsc2n1CC(=O)O, predict the reactants needed to synthesize it. The reactants are: CCOC(=O)Cn1c(C)c(Cc2ccccc2S(=O)(=O)N2CCCC2)c2ccsc21. (2) Given the product CC1c2cc(OCC(=O)O)c(Cl)c(Cl)c2C(=O)C1(C)C, predict the reactants needed to synthesize it. The reactants are: CC1c2cc(O)c(Cl)c(Cl)c2C(=O)C1(C)C.O=C(O)CI. (3) Given the product CC(C)(NC(=O)N1CCN2CCC1CC2)c1ccc(F)c(-c2ccccc2)c1, predict the reactants needed to synthesize it. The reactants are: CC(C)(NC(=O)N1CCN2CCC1CC2)c1ccc(F)c(Br)c1.OB(O)c1ccccc1.